From a dataset of Reaction yield outcomes from USPTO patents with 853,638 reactions. Predict the reaction yield, written as a fraction of the theoretical maximum amount of product (1.0 means a 100% yield; for example, 0.34 means a 34% yield). (1) The reactants are [CH2:1]([N:8]=[C:9]=[O:10])[CH2:2][CH2:3][CH2:4][CH2:5][CH2:6][CH3:7].[CH2:11]([O:13][C@@H:14]([CH2:18][C:19]1[CH:24]=[CH:23][C:22]([C:25]2[S:29][C:28]([NH:30][CH3:31])=[N:27][CH:26]=2)=[CH:21][CH:20]=1)[C:15]([O-:17])=[O:16])[CH3:12].Cl[CH2:33]Cl. The catalyst is O. The product is [CH2:11]([O:13][C@@H:14]([CH2:18][C:19]1[CH:20]=[CH:21][C:22]([C:25]2[S:29][C:28]([N:30]([CH3:31])[C:9]([NH:8][CH2:1][CH2:2][CH2:3][CH2:4][CH2:5][CH2:6][CH3:7])=[O:10])=[N:27][CH:26]=2)=[CH:23][CH:24]=1)[C:15]([O:17][CH3:33])=[O:16])[CH3:12]. The yield is 0.300. (2) The reactants are [CH3:1][O:2][C:3]1[CH:4]=[C:5]2[C:8](=[CH:9][C:10]=1[O:11][CH3:12])[C@@H:7]([CH2:13][N:14]([CH3:19])[CH2:15][CH2:16][CH2:17][NH2:18])[CH2:6]2.[CH3:20][O:21][CH:22]([O:25][CH3:26])[CH:23]=O. The catalyst is C(O)C.O.[Pd]. The product is [CH3:1][O:2][C:3]1[CH:4]=[C:5]2[C:8](=[CH:9][C:10]=1[O:11][CH3:12])[C@@H:7]([CH2:13][N:14]([CH3:19])[CH2:15][CH2:16][CH2:17][NH:18][CH2:23][CH:22]([O:25][CH3:26])[O:21][CH3:20])[CH2:6]2. The yield is 0.900. (3) The reactants are C(O)(=O)C(O)=O.[CH2:7]([O:9][P:10]([CH2:15][CH2:16][NH2:17])(=[O:14])[O:11][CH2:12][CH3:13])[CH3:8].[C:18]([CH:22]1[CH2:27][CH2:26][CH:25]([O:28][C:29]2[CH:30]=[C:31]3[C:36](=[CH:37][CH:38]=2)[CH:35]=[C:34]([CH:39]=O)[CH:33]=[CH:32]3)[CH2:24][CH2:23]1)([CH3:21])([CH3:20])[CH3:19].C(O[BH-](OC(=O)C)OC(=O)C)(=O)C.[Na+]. The catalyst is ClCCCl. The product is [CH2:12]([O:11][P:10]([CH2:15][CH2:16][NH:17][CH2:39][C:34]1[CH:33]=[CH:32][C:31]2[C:36](=[CH:37][CH:38]=[C:29]([O:28][C@H:25]3[CH2:26][CH2:27][C@H:22]([C:18]([CH3:21])([CH3:20])[CH3:19])[CH2:23][CH2:24]3)[CH:30]=2)[CH:35]=1)(=[O:14])[O:9][CH2:7][CH3:8])[CH3:13]. The yield is 0.250. (4) The reactants are [NH2:1][C:2]1[CH:7]=[CH:6][C:5]([C:8]2[CH:13]=[CH:12][C:11]([C:14]([NH:16][C:17]([CH3:23])([C:19]([O:21]C)=[O:20])[CH3:18])=[O:15])=[CH:10][CH:9]=2)=[CH:4][CH:3]=1.[CH3:24][C:25]1[CH:30]=[C:29]([CH3:31])[CH:28]=[CH:27][C:26]=1[N:32]=[C:33]=[O:34].[OH-].[Na+]. The catalyst is ClC(Cl)C. The product is [CH3:24][C:25]1[CH:30]=[C:29]([CH3:31])[CH:28]=[CH:27][C:26]=1[NH:32][C:33]([NH:1][C:2]1[CH:3]=[CH:4][C:5]([C:8]2[CH:13]=[CH:12][C:11]([C:14]([NH:16][C:17]([CH3:23])([C:19]([OH:21])=[O:20])[CH3:18])=[O:15])=[CH:10][CH:9]=2)=[CH:6][CH:7]=1)=[O:34]. The yield is 0.340. (5) The reactants are [NH2:1][C:2]1([C:8]([OH:10])=[O:9])[CH2:7][CH2:6][CH2:5][CH2:4][CH2:3]1.[CH2:11](N(CC)CC)C.[C:18]([O:21][CH2:22][CH3:23])(=[O:20])[CH3:19].CN(C)[CH:26]=[O:27]. No catalyst specified. The product is [O:20]=[C:18]1[CH:19]=[CH:11][C:23]([C:26]([NH:1][C:2]2([C:8]([OH:10])=[O:9])[CH2:7][CH2:6][CH2:5][CH2:4][CH2:3]2)=[O:27])=[CH:22][O:21]1. The yield is 0.600. (6) The reactants are C(NC(C)C)(C)C.C([Li])CCC.[CH2:13]([O:15][C:16]([C:18]1([C:25]([O:27][CH2:28][CH3:29])=[O:26])[CH2:23][CH2:22][C:21](=[O:24])[CH2:20][CH2:19]1)=[O:17])[CH3:14].[F:30][C:31]([F:51])([F:50])[S:32](N(C1C=CC(Cl)=CN=1)[S:32]([C:31]([F:51])([F:50])[F:30])(=[O:34])=[O:33])(=[O:34])=[O:33]. The catalyst is O1CCCC1. The product is [CH2:28]([O:27][C:25]([C:18]1([C:16]([O:15][CH2:13][CH3:14])=[O:17])[CH2:23][CH2:22][C:21]([O:24][S:32]([C:31]([F:51])([F:50])[F:30])(=[O:34])=[O:33])=[CH:20][CH2:19]1)=[O:26])[CH3:29]. The yield is 0.940. (7) The reactants are Cl.[CH:2]1([CH2:5][O:6][C:7]2[CH:8]=[C:9]([CH:12]=[CH:13][CH:14]=2)[CH2:10][NH2:11])[CH2:4][CH2:3]1.F[C:16]1[CH:24]=[N:23][CH:22]=[CH:21][C:17]=1[C:18]([OH:20])=[O:19]. No catalyst specified. The product is [CH:2]1([CH2:5][O:6][C:7]2[CH:8]=[C:9]([CH:12]=[CH:13][CH:14]=2)[CH2:10][NH:11][C:21]2[CH:22]=[N:23][CH:24]=[CH:16][C:17]=2[C:18]([OH:20])=[O:19])[CH2:4][CH2:3]1. The yield is 0.0700. (8) The reactants are [N+:1]([C:4]1[N:5]=[CH:6][NH:7][CH:8]=1)([O-:3])=[O:2].[C:9]([O-])([O-])=O.[K+].[K+].IC. The catalyst is C(#N)C. The product is [CH3:9][N:7]1[CH:8]=[C:4]([N+:1]([O-:3])=[O:2])[N:5]=[CH:6]1. The yield is 0.460. (9) The reactants are I[C:2]1[CH:3]=[C:4]([CH:7]=[CH:8][CH:9]=1)[CH2:5][NH2:6].[CH3:10][O:11][C:12]1[CH:17]=[CH:16][C:15]([SH:18])=[CH:14][CH:13]=1.C([O-])([O-])=O.[K+].[K+].C(O)CO. The catalyst is [Cu]I.CC(O)C. The product is [CH3:10][O:11][C:12]1[CH:17]=[CH:16][C:15]([S:18][C:2]2[CH:3]=[C:4]([CH:7]=[CH:8][CH:9]=2)[CH2:5][NH2:6])=[CH:14][CH:13]=1. The yield is 0.890. (10) The reactants are [Br:1][C:2]1[C:3]([F:12])=[C:4]2[C:10]([NH2:11])=[CH:9][NH:8][C:5]2=[N:6][CH:7]=1.[CH3:13][C:14]1[N:22]=[CH:21][CH:20]=[CH:19][C:15]=1[C:16](O)=[O:17].O=C1N(P(Cl)(N2CCOC2=O)=O)CCO1.C(N(CC)CC)C.[Li+].[OH-]. The catalyst is C(Cl)Cl. The product is [Br:1][C:2]1[C:3]([F:12])=[C:4]2[C:10]([NH:11][C:16](=[O:17])[C:15]3[CH:19]=[CH:20][CH:21]=[N:22][C:14]=3[CH3:13])=[CH:9][NH:8][C:5]2=[N:6][CH:7]=1. The yield is 0.840.